Predict the reactants needed to synthesize the given product. From a dataset of Full USPTO retrosynthesis dataset with 1.9M reactions from patents (1976-2016). (1) Given the product [F:33][C:30]1[CH:31]=[CH:32][C:27]([C:22]2[N:21]([CH2:36][C:37]([NH:38][CH:39]([CH3:41])[CH3:40])=[O:42])[C:20](=[O:43])[C:19]3[C:24](=[CH:25][CH:26]=[C:17]([N:11]4[CH2:12][C:13]([CH3:16])([CH3:15])[CH2:14][NH:8][CH:9]([CH3:44])[CH2:10]4)[CH:18]=3)[N:23]=2)=[CH:28][C:29]=1[O:34][CH3:35], predict the reactants needed to synthesize it. The reactants are: C(OC([N:8]1[CH2:14][C:13]([CH3:16])([CH3:15])[CH2:12][N:11]([C:17]2[CH:18]=[C:19]3[C:24](=[CH:25][CH:26]=2)[N:23]=[C:22]([C:27]2[CH:32]=[CH:31][C:30]([F:33])=[C:29]([O:34][CH3:35])[CH:28]=2)[N:21]([CH2:36][C:37](=[O:42])[NH:38][CH:39]([CH3:41])[CH3:40])[C:20]3=[O:43])[CH2:10][CH:9]1[CH3:44])=O)(C)(C)C.C(O)(C(F)(F)F)=O. (2) Given the product [OH:38][C@@H:30]1[CH2:31][C:32]2[C:37](=[CH:8][CH:7]=[CH:9][CH:33]=2)[C@@H:29]1[NH:28][C:27]([C@@H:22]([NH:21][C:20]([N:15]1[CH2:16][C@H:17]([O:19][C:12](=[O:13])[NH:11][CH2:6][CH2:4][C:45]2[CH:50]=[CH:49][CH:48]=[CH:47][CH:46]=2)[CH2:18][C@H:14]1[C:12]([NH:11][C@:6]1([C:4]([OH:3])=[O:5])[CH2:8][C@H:7]1[CH:9]=[CH2:10])=[O:13])=[O:43])[C:23]([CH3:24])([CH3:26])[CH3:25])=[O:42], predict the reactants needed to synthesize it. The reactants are: C([O:3][C:4]([C@@:6]1([NH:11][C:12]([C@@H:14]2[CH2:18][C@@H:17]([OH:19])[CH2:16][N:15]2[C:20](=[O:43])[NH:21][C@H:22]([C:27](=[O:42])[NH:28][C@H:29]2[C:37]3[C:32](=[CH:33]C=CC=3)[CH2:31][C@H:30]2[O:38]C(=O)C)[C:23]([CH3:26])([CH3:25])[CH3:24])=[O:13])[CH2:8][C@H:7]1[CH:9]=[CH2:10])=[O:5])C.N[C:45]1[CH:50]=[CH:49][CH:48]=[CH:47][CH:46]=1.